Dataset: Reaction yield outcomes from USPTO patents with 853,638 reactions. Task: Predict the reaction yield, written as a fraction of the theoretical maximum amount of product (1.0 means a 100% yield; for example, 0.34 means a 34% yield). The reactants are [F:1][C:2]1[CH:3]=[CH:4][C:5]([N:9]2[CH:14]=[CH:13][C:12]3=[N:15][C:16]([CH2:18][O:19][C:20]4[CH:25]=[CH:24][CH:23]=[CH:22][CH:21]=4)=[CH:17][N:11]3[C:10]2=[O:26])=[N:6][C:7]=1[CH3:8].[H][H]. The catalyst is CN(C=O)C.CO.[Ni]. The product is [F:1][C:2]1[CH:3]=[CH:4][C:5]([N:9]2[CH2:14][CH2:13][C:12]3=[N:15][C:16]([CH2:18][O:19][C:20]4[CH:21]=[CH:22][CH:23]=[CH:24][CH:25]=4)=[CH:17][N:11]3[C:10]2=[O:26])=[N:6][C:7]=1[CH3:8]. The yield is 0.410.